This data is from Full USPTO retrosynthesis dataset with 1.9M reactions from patents (1976-2016). The task is: Predict the reactants needed to synthesize the given product. (1) The reactants are: [CH2:1]([O:5][C:6]1[CH:7]=[C:8]([OH:12])[CH:9]=[CH:10][CH:11]=1)[CH2:2][CH2:3][CH3:4].C1(=O)O[CH2:16][CH2:15][O:14]1. Given the product [CH2:1]([O:5][C:6]1[CH:7]=[C:8]([CH:9]=[CH:10][CH:11]=1)[O:12][CH2:16][CH2:15][OH:14])[CH2:2][CH2:3][CH3:4], predict the reactants needed to synthesize it. (2) Given the product [ClH:2].[ClH:1].[NH:10]([C:3]1[CH:8]=[CH:7][N:6]=[CH:5][CH:4]=1)[NH2:11], predict the reactants needed to synthesize it. The reactants are: [ClH:1].[Cl:2][C:3]1[CH:8]=[CH:7][N:6]=[CH:5][CH:4]=1.O.[NH2:10][NH2:11].[Cl-].[Na+]. (3) Given the product [CH2:1]([O:8][C:9]1[C:18](=[O:19])[N:17]2[C:12]([C:13]([CH3:21])([CH3:20])[O:14][CH2:15][CH2:16]2)=[N:11][C:10]=1[C:22]([N:38]1[CH2:39][C:40]2[C:26](=[CH:46][C:45]([F:48])=[CH:44][CH:41]=2)[C:25]1=[O:29])=[O:24])[C:2]1[CH:3]=[CH:4][CH:5]=[CH:6][CH:7]=1, predict the reactants needed to synthesize it. The reactants are: [CH2:1]([O:8][C:9]1[C:18](=[O:19])[N:17]2[C:12]([C:13]([CH3:21])([CH3:20])[O:14][CH2:15][CH2:16]2)=[N:11][C:10]=1[C:22]([OH:24])=O)[C:2]1[CH:7]=[CH:6][CH:5]=[CH:4][CH:3]=1.[C:25](Cl)(=[O:29])[C:26](Cl)=O.FC(F)(F)C(O)=O.[NH2:38][CH2:39][C:40]1C=[CH:46][C:45]([F:48])=[CH:44][C:41]=1C#N.C(N(CC)C(C)C)C.